Dataset: Catalyst prediction with 721,799 reactions and 888 catalyst types from USPTO. Task: Predict which catalyst facilitates the given reaction. Reactant: C[Si]([C:5]#[C:6][C:7]1[CH:12]=[CH:11][C:10]([C:13]#[C:14][Si](C)(C)C)=[CH:9][CH:8]=1)(C)C.CO.[OH-].[K+]. Product: [C:6]([C:7]1[CH:12]=[CH:11][C:10]([C:13]#[CH:14])=[CH:9][CH:8]=1)#[CH:5]. The catalyst class is: 2.